From a dataset of Reaction yield outcomes from USPTO patents with 853,638 reactions. Predict the reaction yield, written as a fraction of the theoretical maximum amount of product (1.0 means a 100% yield; for example, 0.34 means a 34% yield). (1) The catalyst is CO.[C].[Pd]. The reactants are [CH3:1][C:2]1([CH3:25])[N:5](/[CH:6]=[CH:7]/[C:8]2[CH:13]=[CH:12][CH:11]=[CH:10][CH:9]=2)[N:4]([CH:14]2[CH:21]3[CH2:22][CH:17]4[CH2:18][CH:19]([CH2:23][CH:15]2[CH2:16]4)[CH2:20]3)[C:3]1=[O:24]. The product is [CH3:1][C:2]1([CH3:25])[N:5]([CH2:6][CH2:7][C:8]2[CH:13]=[CH:12][CH:11]=[CH:10][CH:9]=2)[N:4]([CH:14]2[CH:21]3[CH2:20][CH:19]4[CH2:18][CH:17]([CH2:16][CH:15]2[CH2:23]4)[CH2:22]3)[C:3]1=[O:24]. The yield is 0.0520. (2) The reactants are [CH3:1][C:2]1[C:10]([O:11][C@@H:12]2[CH2:17][CH2:16][CH2:15][C@H:14]([NH2:18])[CH2:13]2)=[CH:9][CH:8]=[C:7]2[C:3]=1[CH:4]=[N:5][NH:6]2.[CH:19](=O)[CH2:20][CH2:21][CH2:22][CH:23]=O.C([BH3-])#N.[Na+].C(O)(=O)C. The yield is 0.712. The catalyst is CO.C(Cl)(Cl)Cl. The product is [CH3:1][C:2]1[C:10]([O:11][C@H:12]2[CH2:17][CH2:16][CH2:15][C@@H:14]([N:18]3[CH2:23][CH2:22][CH2:21][CH2:20][CH2:19]3)[CH2:13]2)=[CH:9][CH:8]=[C:7]2[C:3]=1[CH:4]=[N:5][NH:6]2. (3) The reactants are [N+:1]([C:4]1[CH:5]=[N:6][N:7]([CH:9]2[CH2:15][CH2:14][CH2:13][N:12]([C:16]([O:18][C:19]([CH3:22])([CH3:21])[CH3:20])=[O:17])[CH2:11][CH2:10]2)[CH:8]=1)([O-])=O. The catalyst is CO.[Pd]. The product is [NH2:1][C:4]1[CH:5]=[N:6][N:7]([CH:9]2[CH2:15][CH2:14][CH2:13][N:12]([C:16]([O:18][C:19]([CH3:22])([CH3:21])[CH3:20])=[O:17])[CH2:11][CH2:10]2)[CH:8]=1. The yield is 0.950. (4) The yield is 0.970. The product is [CH3:1][O:2][CH2:3][O:4][C:5]1[CH:12]=[CH:11][C:8]([CH:9]=[CH:15][C:16](=[O:17])[CH3:18])=[CH:7][C:6]=1[O:13][CH3:14]. The reactants are [CH3:1][O:2][CH2:3][O:4][C:5]1[CH:12]=[CH:11][C:8]([CH:9]=O)=[CH:7][C:6]=1[O:13][CH3:14].[CH3:15][C:16]([CH3:18])=[O:17].[OH-].[Na+].O. The catalyst is C(O)C. (5) The reactants are [F:1][C:2]1([F:44])[CH2:7][C@H:6]([O:8][C:9]2[C:14]([CH3:15])=[CH:13][C:12]([S:16]([N:19](CC3C=CC(OC)=CC=3OC)[C:20]3[CH:25]=[CH:24][N:23]=[CH:22][N:21]=3)(=[O:18])=[O:17])=[C:11]([F:37])[CH:10]=2)[C@@H:5]([C:38]2[N:42]([CH3:43])[N:41]=[CH:40][CH:39]=2)[CH2:4][CH2:3]1.C([SiH](CC)CC)C.FC(F)(F)C(O)=O. The catalyst is ClCCl. The product is [F:44][C:2]1([F:1])[CH2:7][C@H:6]([O:8][C:9]2[C:14]([CH3:15])=[CH:13][C:12]([S:16]([NH:19][C:20]3[CH:25]=[CH:24][N:23]=[CH:22][N:21]=3)(=[O:18])=[O:17])=[C:11]([F:37])[CH:10]=2)[C@@H:5]([C:38]2[N:42]([CH3:43])[N:41]=[CH:40][CH:39]=2)[CH2:4][CH2:3]1. The yield is 0.990. (6) The reactants are CC(C)([O-])C.[K+].[C:7]([NH:11][S:12]([CH2:15][C:16]1[CH:21]=[CH:20][CH:19]=[CH:18][CH:17]=1)(=[O:14])=[O:13])([CH3:10])([CH3:9])[CH3:8].[C:22](OCC)(=[O:28])[C:23](OCC)=[O:24].Cl. The catalyst is C1COCC1. The product is [C:7]([N:11]1[C:23](=[O:24])[C:22]([OH:28])=[C:15]([C:16]2[CH:21]=[CH:20][CH:19]=[CH:18][CH:17]=2)[S:12]1(=[O:14])=[O:13])([CH3:10])([CH3:8])[CH3:9]. The yield is 0.630. (7) The reactants are Cl[C:2]1[N:7]=[C:6]([C:8]2[N:12]3[CH:13]=[C:14]([F:17])[CH:15]=[CH:16][C:11]3=[N:10][CH:9]=2)[N:5]=[C:4]([NH:18][C@@H:19]2[CH2:24][CH2:23][CH2:22][N:21]([C:25]([O:27][C:28]([CH3:31])([CH3:30])[CH3:29])=[O:26])[CH2:20]2)[CH:3]=1.[NH:32]1[CH2:37][CH2:36][O:35][CH2:34][CH2:33]1.C(OC(N1CCC[C@@H](NC2N=C(C3N4C=C(F)C=CC4=NC=3)N=C(N3CCN(C(OCC4C=CC=CC=4)=O)CC3)C=2)C1)=O)(C)(C)C. No catalyst specified. The product is [F:17][C:14]1[CH:15]=[CH:16][C:11]2[N:12]([C:8]([C:6]3[N:5]=[C:4]([NH:18][C@@H:19]4[CH2:24][CH2:23][CH2:22][N:21]([C:25]([O:27][C:28]([CH3:31])([CH3:30])[CH3:29])=[O:26])[CH2:20]4)[CH:3]=[C:2]([N:32]4[CH2:37][CH2:36][O:35][CH2:34][CH2:33]4)[N:7]=3)=[CH:9][N:10]=2)[CH:13]=1. The yield is 0.760. (8) The reactants are COC(C1C=C(O)C2C(=C(OCC3C=CC=CC=3)C=CC=2Br)N=1)=O.[CH3:25][O:26][C:27]([C:29]1[CH:38]=[C:37]([OH:39])[C:36]2[C:31](=[C:32]([O:47]CC3C=CC=CC=3)[CH:33]=[C:34]([C:40]3[CH:45]=[CH:44][C:43]([Cl:46])=[CH:42][CH:41]=3)[CH:35]=2)[N:30]=1)=[O:28]. No catalyst specified. The product is [CH3:25][O:26][C:27]([C:29]1[CH:38]=[C:37]([OH:39])[C:36]2[C:31](=[C:32]([OH:47])[CH:33]=[C:34]([C:40]3[CH:45]=[CH:44][C:43]([Cl:46])=[CH:42][CH:41]=3)[CH:35]=2)[N:30]=1)=[O:28]. The yield is 0.800.